From a dataset of Reaction yield outcomes from USPTO patents with 853,638 reactions. Predict the reaction yield, written as a fraction of the theoretical maximum amount of product (1.0 means a 100% yield; for example, 0.34 means a 34% yield). (1) The reactants are [C:1]1([CH2:7][CH2:8][CH2:9][CH2:10][CH2:11][CH2:12][CH2:13][CH2:14][NH:15][C:16](=[O:35])[C:17]2[CH:22]=[C:21]([C:23]3[CH:28]=[CH:27][C:26]([F:29])=[C:25]([Cl:30])[CH:24]=3)[C:20]([O:31][CH2:32][CH2:33][OH:34])=[CH:19][CH:18]=2)[CH:6]=[CH:5][CH:4]=[CH:3][CH:2]=1.C[N+]1([O-])CC[O:40]CC1.O.CC#N. The catalyst is C(Cl)Cl.CCC[N+](CCC)(CCC)CCC.[O-][Ru](=O)(=O)=O.CCOC(C)=O. The product is [Cl:30][C:25]1[CH:24]=[C:23]([C:21]2[CH:22]=[C:17]([C:16](=[O:35])[NH:15][CH2:14][CH2:13][CH2:12][CH2:11][CH2:10][CH2:9][CH2:8][CH2:7][C:1]3[CH:6]=[CH:5][CH:4]=[CH:3][CH:2]=3)[CH:18]=[CH:19][C:20]=2[O:31][CH2:32][C:33]([OH:40])=[O:34])[CH:28]=[CH:27][C:26]=1[F:29]. The yield is 0.340. (2) The product is [Cl:41][C:34]1[C:35]([F:40])=[CH:36][CH:37]=[C:38]([Cl:39])[C:33]=1[C@H:31]([O:30][C:3]1[CH:4]=[C:5]([C:8]2[CH:9]=[N:10][C:11]([N:16]3[CH2:21][CH2:20][NH:19][CH2:18][C@@H:17]3[CH3:29])=[CH:12][C:13]=2[O:14][CH3:15])[CH:6]=[N:7][C:2]=1[NH2:1])[CH3:32]. The reactants are [NH2:1][C:2]1[N:7]=[CH:6][C:5]([C:8]2[CH:9]=[N:10][C:11]([N:16]3[CH2:21][CH2:20][N:19](C(OC(C)(C)C)=O)[CH2:18][C@@H:17]3[CH3:29])=[CH:12][C:13]=2[O:14][CH3:15])=[CH:4][C:3]=1[O:30][C@@H:31]([C:33]1[C:38]([Cl:39])=[CH:37][CH:36]=[C:35]([F:40])[C:34]=1[Cl:41])[CH3:32].[OH-].[Na+]. The yield is 0.550. The catalyst is C(Cl)Cl.FC(F)(F)C([O-])=O. (3) The reactants are FC(F)(F)[C:3]([C:5]1[C:13]2[C:8](=[CH:9][C:10]([C:14]([F:17])([F:16])[F:15])=[CH:11][CH:12]=2)[N:7]([CH:18]([CH3:20])[CH3:19])[CH:6]=1)=[O:4].[OH-:23].[Na+]. No catalyst specified. The product is [CH:18]([N:7]1[C:8]2[C:13](=[CH:12][CH:11]=[C:10]([C:14]([F:17])([F:16])[F:15])[CH:9]=2)[C:5]([C:3]([OH:4])=[O:23])=[CH:6]1)([CH3:20])[CH3:19]. The yield is 0.990. (4) The reactants are [N:1]1[CH:6]=[CH:5][CH:4]=[CH:3][C:2]=1[C:7]1[N:11]=[C:10]([C:12]2[CH:17]=[C:16]([C:18]#[N:19])[CH:15]=[C:14](Br)[CH:13]=2)[O:9][N:8]=1.[CH:21]([Sn](CCCC)(CCCC)CCCC)=[CH2:22]. The catalyst is O1CCCC1.ClCCl.O.C1C=CC([P]([Pd]([P](C2C=CC=CC=2)(C2C=CC=CC=2)C2C=CC=CC=2)([P](C2C=CC=CC=2)(C2C=CC=CC=2)C2C=CC=CC=2)[P](C2C=CC=CC=2)(C2C=CC=CC=2)C2C=CC=CC=2)(C2C=CC=CC=2)C2C=CC=CC=2)=CC=1. The product is [N:1]1[CH:6]=[CH:5][CH:4]=[CH:3][C:2]=1[C:7]1[N:11]=[C:10]([C:12]2[CH:13]=[C:14]([CH:21]=[CH2:22])[CH:15]=[C:16]([C:18]#[N:19])[CH:17]=2)[O:9][N:8]=1. The yield is 0.780. (5) The reactants are Br[C:2]1[CH:12]=[CH:11][C:5]([C:6]([N:8]([CH3:10])[CH3:9])=[O:7])=[CH:4][CH:3]=1.[CH3:13][O:14][C:15]([C:17]1[CH:27]=[C:26]([OH:28])[C:20]2[CH2:21][C:22]([CH3:25])([CH3:24])[O:23][C:19]=2[CH:18]=1)=[O:16].[O-]P([O-])([O-])=O.[K+].[K+].[K+]. The catalyst is C1(C)C=CC=CC=1.CC([O-])=O.CC([O-])=O.[Pd+2]. The product is [CH3:13][O:14][C:15]([C:17]1[CH:27]=[C:26]([O:28][C:2]2[CH:12]=[CH:11][C:5]([C:6](=[O:7])[N:8]([CH3:10])[CH3:9])=[CH:4][CH:3]=2)[C:20]2[CH2:21][C:22]([CH3:25])([CH3:24])[O:23][C:19]=2[CH:18]=1)=[O:16]. The yield is 0.800. (6) The reactants are C([O:8][C:9]1[CH:14]=[CH:13][C:12]([C:15]([N:17]2[CH2:22][CH2:21][O:20][CH2:19][CH2:18]2)=[O:16])=[C:11]([O:23][CH3:24])[CH:10]=1)C1C=CC=CC=1.C([O-])=O.[NH4+]. The catalyst is [Pd].CO. The product is [OH:8][C:9]1[CH:14]=[CH:13][C:12]([C:15]([N:17]2[CH2:18][CH2:19][O:20][CH2:21][CH2:22]2)=[O:16])=[C:11]([O:23][CH3:24])[CH:10]=1. The yield is 0.800. (7) The reactants are C[O:2][C:3]([C@@H:5]([NH:15][C:16](=[O:25])[O:17][CH2:18][C:19]1[CH:24]=[CH:23][N:22]=[CH:21][CH:20]=1)[CH2:6][CH2:7][C:8]1[CH:13]=[CH:12][C:11]([OH:14])=[CH:10][CH:9]=1)=[O:4].[Li+].[OH-].O.Cl. The catalyst is C1COCC1. The product is [C:3]([C@@H:5]([NH:15][C:16](=[O:25])[O:17][CH2:18][C:19]1[CH:20]=[CH:21][N:22]=[CH:23][CH:24]=1)[CH2:6][CH2:7][C:8]1[CH:9]=[CH:10][C:11]([OH:14])=[CH:12][CH:13]=1)([OH:4])=[O:2]. The yield is 0.680.